Dataset: NCI-60 drug combinations with 297,098 pairs across 59 cell lines. Task: Regression. Given two drug SMILES strings and cell line genomic features, predict the synergy score measuring deviation from expected non-interaction effect. (1) Drug 1: C1C(C(OC1N2C=C(C(=O)NC2=O)F)CO)O. Drug 2: CS(=O)(=O)OCCCCOS(=O)(=O)C. Cell line: SNB-75. Synergy scores: CSS=16.0, Synergy_ZIP=-1.25, Synergy_Bliss=0.664, Synergy_Loewe=-34.1, Synergy_HSA=-0.846. (2) Drug 1: CN1C(=O)N2C=NC(=C2N=N1)C(=O)N. Drug 2: CCCCC(=O)OCC(=O)C1(CC(C2=C(C1)C(=C3C(=C2O)C(=O)C4=C(C3=O)C=CC=C4OC)O)OC5CC(C(C(O5)C)O)NC(=O)C(F)(F)F)O. Cell line: SK-MEL-5. Synergy scores: CSS=38.5, Synergy_ZIP=-4.41, Synergy_Bliss=-7.11, Synergy_Loewe=-33.8, Synergy_HSA=-8.51. (3) Drug 1: CN1CCC(CC1)COC2=C(C=C3C(=C2)N=CN=C3NC4=C(C=C(C=C4)Br)F)OC. Drug 2: CCN(CC)CCCC(C)NC1=C2C=C(C=CC2=NC3=C1C=CC(=C3)Cl)OC. Cell line: LOX IMVI. Synergy scores: CSS=16.6, Synergy_ZIP=-9.28, Synergy_Bliss=-10.2, Synergy_Loewe=-9.14, Synergy_HSA=-9.06. (4) Synergy scores: CSS=-7.50, Synergy_ZIP=0.331, Synergy_Bliss=-13.1, Synergy_Loewe=-22.4, Synergy_HSA=-22.8. Drug 1: CCCS(=O)(=O)NC1=C(C(=C(C=C1)F)C(=O)C2=CNC3=C2C=C(C=N3)C4=CC=C(C=C4)Cl)F. Cell line: HL-60(TB). Drug 2: CN(C(=O)NC(C=O)C(C(C(CO)O)O)O)N=O. (5) Drug 1: CC1C(C(CC(O1)OC2CC(CC3=C2C(=C4C(=C3O)C(=O)C5=C(C4=O)C(=CC=C5)OC)O)(C(=O)C)O)N)O.Cl. Drug 2: C1CCC(C(C1)N)N.C(=O)(C(=O)[O-])[O-].[Pt+4]. Cell line: SW-620. Synergy scores: CSS=51.9, Synergy_ZIP=6.79, Synergy_Bliss=7.30, Synergy_Loewe=8.32, Synergy_HSA=9.82.